Task: Predict the product of the given reaction.. Dataset: Forward reaction prediction with 1.9M reactions from USPTO patents (1976-2016) (1) The product is: [CH:13]([CH:11]1[CH2:10][C:9](=[O:16])[CH:8]=[C:7]([C:46]2[CH:51]=[CH:50][N:49]=[CH:48][C:47]=2[N+:52]([O-:54])=[O:53])[CH2:12]1)([CH3:15])[CH3:14]. Given the reactants FC(F)(F)S(O[C:7]1[CH2:12][CH:11]([CH:13]([CH3:15])[CH3:14])[CH2:10][C:9](=[O:16])[CH:8]=1)(=O)=O.C([O-])(=O)C.[K+].B1(B2OC(C)(C)C(C)(C)O2)OC(C)(C)C(C)(C)O1.B(O)O.Cl[C:46]1[CH:51]=[CH:50][N:49]=[CH:48][C:47]=1[N+:52]([O-:54])=[O:53].C(=O)([O-])[O-].[Na+].[Na+], predict the reaction product. (2) Given the reactants N[C:2]1[CH:11]=[CH:10][C:5]([C:6]([O:8][CH3:9])=[O:7])=[CH:4][C:3]=1[O:12][C:13]([F:16])([F:15])[F:14].[ClH:17].N([O-])=O.[Na+], predict the reaction product. The product is: [Cl:17][C:2]1[CH:11]=[CH:10][C:5]([C:6]([O:8][CH3:9])=[O:7])=[CH:4][C:3]=1[O:12][C:13]([F:16])([F:15])[F:14]. (3) Given the reactants [Br:1][C:2]1[C:11]([CH3:12])=[CH:10][C:9]2[C:8]([CH3:14])([CH3:13])[CH2:7][CH2:6][C:5]([CH3:16])([CH3:15])[C:4]=2[CH:3]=1.[Br:17]N1C(=O)CCC1=O, predict the reaction product. The product is: [Br:1][C:2]1[C:11]([CH2:12][Br:17])=[CH:10][C:9]2[C:8]([CH3:14])([CH3:13])[CH2:7][CH2:6][C:5]([CH3:16])([CH3:15])[C:4]=2[CH:3]=1. (4) Given the reactants [Cl:1][C:2]1[C:7]([S:8]([CH3:11])(=[O:10])=[O:9])=[CH:6][C:5]([C:12]2[N:13]([C:33](Cl)=[O:34])[C@@:14]([C:26]3[CH:31]=[CH:30][C:29]([Cl:32])=[CH:28][CH:27]=3)([CH3:25])[C@@:15]([C:18]3[CH:23]=[CH:22][C:21]([Cl:24])=[CH:20][CH:19]=3)([CH3:17])[N:16]=2)=[C:4]([O:36][CH2:37][CH3:38])[CH:3]=1.[CH2:39]1[C:44]2([CH2:49][CH2:48][NH:47][CH2:46][CH2:45]2)[CH2:43][CH2:42][N:41]([CH2:50][C:51]([NH2:53])=[O:52])[CH2:40]1, predict the reaction product. The product is: [Cl:1][C:2]1[C:7]([S:8]([CH3:11])(=[O:9])=[O:10])=[CH:6][C:5]([C:12]2[N:13]([C:33]([N:47]3[CH2:46][CH2:45][C:44]4([CH2:43][CH2:42][N:41]([CH2:50][C:51]([NH2:53])=[O:52])[CH2:40][CH2:39]4)[CH2:49][CH2:48]3)=[O:34])[C@@:14]([C:26]3[CH:27]=[CH:28][C:29]([Cl:32])=[CH:30][CH:31]=3)([CH3:25])[C@@:15]([C:18]3[CH:19]=[CH:20][C:21]([Cl:24])=[CH:22][CH:23]=3)([CH3:17])[N:16]=2)=[C:4]([O:36][CH2:37][CH3:38])[CH:3]=1. (5) Given the reactants [CH2:1]([O:8][NH:9][C@H:10]1[CH2:15][N:14]([C:16]([O:18][C:19]([CH3:22])([CH3:21])[CH3:20])=[O:17])[C@H:13]([C:23]([OH:25])=O)[CH2:12][CH2:11]1)[C:2]1[CH:7]=[CH:6][CH:5]=[CH:4][CH:3]=1.[O:26]1[CH2:30][CH2:29][NH:28][C:27]1=[S:31].Cl.C(N=C=NCCCN(C)C)C, predict the reaction product. The product is: [CH2:1]([O:8][NH:9][C@H:10]1[CH2:15][N:14]([C:16]([O:18][C:19]([CH3:20])([CH3:21])[CH3:22])=[O:17])[C@H:13]([C:23]([N:28]2[CH2:29][CH2:30][O:26][C:27]2=[S:31])=[O:25])[CH2:12][CH2:11]1)[C:2]1[CH:3]=[CH:4][CH:5]=[CH:6][CH:7]=1. (6) Given the reactants [Cl:1][C:2]1[CH:7]=[C:6]([F:8])[C:5]([F:9])=[CH:4][C:3]=1[C:10]1[CH:15]=[CH:14][CH:13]=[C:12]([NH:16][C:17]([C@@H:19]2[CH2:23][C@@H:22]([F:24])[CH2:21][N:20]2C(OC(C)(C)C)=O)=[O:18])[C:11]=1[F:32], predict the reaction product. The product is: [ClH:1].[Cl:1][C:2]1[CH:7]=[C:6]([F:8])[C:5]([F:9])=[CH:4][C:3]=1[C:10]1[CH:15]=[CH:14][CH:13]=[C:12]([NH:16][C:17]([C@@H:19]2[CH2:23][C@@H:22]([F:24])[CH2:21][NH:20]2)=[O:18])[C:11]=1[F:32]. (7) The product is: [Br:21][C:22]1[CH:23]=[CH:24][C:25]([CH:28]2[CH2:32][CH2:31][N:30]([CH3:3])[CH2:29]2)=[CH:26][CH:27]=1. Given the reactants C=O.[C:3](O)(=O)C.[H-].C(O[BH-](OC(=O)C)OC(=O)C)(=O)C.[Br:21][C:22]1[CH:27]=[CH:26][C:25]([CH:28]2[CH2:32][CH2:31][NH:30][CH2:29]2)=[CH:24][CH:23]=1, predict the reaction product. (8) The product is: [CH3:1][O:2][C:3]1[CH:8]=[CH:7][N:6]=[C:5]([CH:9]=[CH:20][C:19]([O:25][CH3:26])=[O:24])[CH:4]=1. Given the reactants [CH3:1][O:2][C:3]1[CH:8]=[CH:7][N:6]=[C:5]([CH:9]=O)[CH:4]=1.Cl.N1C=CC=CC=1.[K+].[C:19]([O:25][CH3:26])(=[O:24])[CH2:20]C([O-])=O.N1CCCCC1, predict the reaction product. (9) Given the reactants [OH-].[Na+].[C:3]([O:7][C:8](=[O:19])[CH2:9][C:10]1([C:16]([OH:18])=[O:17])[CH:14]([CH3:15])[CH2:13][NH:12][CH2:11]1)([CH3:6])([CH3:5])[CH3:4].CC(C)=O.Cl[C:25]([O:27][CH2:28][C:29]1[CH:34]=[CH:33][CH:32]=[CH:31][CH:30]=1)=[O:26], predict the reaction product. The product is: [CH2:28]([O:27][C:25]([N:12]1[CH2:13][CH:14]([CH3:15])[C:10]([CH2:9][C:8]([O:7][C:3]([CH3:4])([CH3:5])[CH3:6])=[O:19])([C:16]([OH:18])=[O:17])[CH2:11]1)=[O:26])[C:29]1[CH:34]=[CH:33][CH:32]=[CH:31][CH:30]=1.